This data is from Reaction yield outcomes from USPTO patents with 853,638 reactions. The task is: Predict the reaction yield, written as a fraction of the theoretical maximum amount of product (1.0 means a 100% yield; for example, 0.34 means a 34% yield). (1) The reactants are [Cl:1][C:2]1[CH:3]=[C:4]([Cl:17])[C:5]2[O:9][C:8]([C:10]([OH:12])=O)=[C:7]([CH3:13])[C:6]=2[C:14]=1[O:15][CH3:16].[C:18]([O:22][C:23](=[O:45])[C@@H:24]([NH:28][S:29]([C:32]1[CH:37]=[CH:36][C:35]([C:38]2[CH:43]=[CH:42][C:41]([NH2:44])=[CH:40][CH:39]=2)=[CH:34][CH:33]=1)(=[O:31])=[O:30])[CH:25]([CH3:27])[CH3:26])([CH3:21])([CH3:20])[CH3:19].F[P-](F)(F)(F)(F)F.N1(O[P+](N(C)C)(N(C)C)N(C)C)C2C=CC=CC=2N=N1.C(N(CC)C(C)C)(C)C. The catalyst is CN(C=O)C. The product is [C:18]([O:22][C:23](=[O:45])[C@@H:24]([NH:28][S:29]([C:32]1[CH:33]=[CH:34][C:35]([C:38]2[CH:39]=[CH:40][C:41]([NH:44][C:10]([C:8]3[O:9][C:5]4[C:4]([Cl:17])=[CH:3][C:2]([Cl:1])=[C:14]([O:15][CH3:16])[C:6]=4[C:7]=3[CH3:13])=[O:12])=[CH:42][CH:43]=2)=[CH:36][CH:37]=1)(=[O:31])=[O:30])[CH:25]([CH3:27])[CH3:26])([CH3:20])([CH3:21])[CH3:19]. The yield is 0.600. (2) The reactants are C([O:8][C:9]1[CH:10]=[CH:11][C:12]2[C:16]([O:17][C:18]3[CH:32]=[CH:31][C:21]([O:22][CH2:23][CH2:24][N:25]4[CH2:30][CH2:29][CH2:28][CH2:27][CH2:26]4)=[CH:20][CH:19]=3)=[C:15]([C:33]3[CH:38]=[CH:37][C:36]([S:39]([CH2:42][CH3:43])(=[O:41])=[O:40])=[CH:35][CH:34]=3)[S:14][C:13]=2[CH:44]=1)C1C=CC=CC=1.C([O-])=O.[NH4+]. The catalyst is CO.C(OCC)(=O)C.[OH-].[Pd+2].[OH-]. The product is [CH2:42]([S:39]([C:36]1[CH:37]=[CH:38][C:33]([C:15]2[S:14][C:13]3[CH:44]=[C:9]([OH:8])[CH:10]=[CH:11][C:12]=3[C:16]=2[O:17][C:18]2[CH:32]=[CH:31][C:21]([O:22][CH2:23][CH2:24][N:25]3[CH2:30][CH2:29][CH2:28][CH2:27][CH2:26]3)=[CH:20][CH:19]=2)=[CH:34][CH:35]=1)(=[O:41])=[O:40])[CH3:43]. The yield is 0.860.